Dataset: Peptide-MHC class II binding affinity with 134,281 pairs from IEDB. Task: Regression. Given a peptide amino acid sequence and an MHC pseudo amino acid sequence, predict their binding affinity value. This is MHC class II binding data. (1) The MHC is HLA-DQA10501-DQB10301 with pseudo-sequence HLA-DQA10501-DQB10301. The binding affinity (normalized) is 0.315. The peptide sequence is AGGAGGVGAVGGKRG. (2) The peptide sequence is FWAVRGGGGESFGIV. The MHC is DRB1_0301 with pseudo-sequence DRB1_0301. The binding affinity (normalized) is 0.105. (3) The peptide sequence is GELQIVDKIHAAFKI. The MHC is DRB1_1302 with pseudo-sequence DRB1_1302. The binding affinity (normalized) is 0.617. (4) The peptide sequence is LSNTKNQSLGLENIE. The MHC is DRB1_0101 with pseudo-sequence DRB1_0101. The binding affinity (normalized) is 0.577.